This data is from Reaction yield outcomes from USPTO patents with 853,638 reactions. The task is: Predict the reaction yield, written as a fraction of the theoretical maximum amount of product (1.0 means a 100% yield; for example, 0.34 means a 34% yield). (1) The reactants are [CH3:1][O:2][C:3](=[O:39])[C:4]1[CH:9]=[CH:8][C:7]([CH2:10][N:11]2[CH:15]=[C:14]([C:16]3[CH:21]=[CH:20][C:19]([Cl:22])=[CH:18][C:17]=3[Cl:23])[N:13]=[C:12]2[CH2:24][O:25][C:26]2[CH:31]=[CH:30][C:29]([C:32]3[CH:37]=[CH:36][C:35]([NH2:38])=[CH:34][CH:33]=3)=[CH:28][CH:27]=2)=[CH:6][CH:5]=1.[CH3:40][S:41](Cl)(=[O:43])=[O:42]. No catalyst specified. The product is [CH3:1][O:2][C:3](=[O:39])[C:4]1[CH:5]=[CH:6][C:7]([CH2:10][N:11]2[CH:15]=[C:14]([C:16]3[CH:21]=[CH:20][C:19]([Cl:22])=[CH:18][C:17]=3[Cl:23])[N:13]=[C:12]2[CH2:24][O:25][C:26]2[CH:31]=[CH:30][C:29]([C:32]3[CH:33]=[CH:34][C:35]([NH:38][S:41]([CH3:40])(=[O:43])=[O:42])=[CH:36][CH:37]=3)=[CH:28][CH:27]=2)=[CH:8][CH:9]=1. The yield is 0.790. (2) The reactants are [N:1]1([C:7]2[C:8]3[N:31]=[N:30][N:29]([CH2:32][CH:33]4[CH2:36][N:35](C(OC(C)(C)C)=O)[CH2:34]4)[C:9]=3[N:10]=[C:11]([C:13]3[CH:18]=[CH:17][C:16]([NH:19][C:20](=[O:28])[NH:21][C:22]4[CH:27]=[CH:26][CH:25]=[CH:24][CH:23]=4)=[CH:15][CH:14]=3)[N:12]=2)[CH2:6][CH2:5][O:4][CH2:3][CH2:2]1.C(O)(C(F)(F)F)=O.[OH-].[Na+]. The catalyst is C(Cl)Cl. The product is [NH:35]1[CH2:36][CH:33]([CH2:32][N:29]2[C:9]3[N:10]=[C:11]([C:13]4[CH:14]=[CH:15][C:16]([NH:19][C:20]([NH:21][C:22]5[CH:27]=[CH:26][CH:25]=[CH:24][CH:23]=5)=[O:28])=[CH:17][CH:18]=4)[N:12]=[C:7]([N:1]4[CH2:6][CH2:5][O:4][CH2:3][CH2:2]4)[C:8]=3[N:31]=[N:30]2)[CH2:34]1. The yield is 0.960. (3) The reactants are [CH3:1][C:2]1[CH:3]=[C:4]([CH:7]=[C:8]([CH3:24])[C:9]=1[CH2:10][C:11]1[CH:16]=[CH:15][C:14]([O:17]COC)=[C:13]([CH:21]([CH3:23])[CH3:22])[CH:12]=1)[CH2:5]Br.[O-:25][S:26]([O-:28])=[O:27].[Na+].[Na+]. The catalyst is O1CCOCC1.O. The product is [CH3:1][C:2]1[CH:3]=[C:4]([CH2:5][S:26]([OH:28])(=[O:27])=[O:25])[CH:7]=[C:8]([CH3:24])[C:9]=1[CH2:10][C:11]1[CH:16]=[CH:15][C:14]([OH:17])=[C:13]([CH:21]([CH3:23])[CH3:22])[CH:12]=1. The yield is 0.400. (4) The reactants are [Cl-].O[NH3+:3].[C:4](=[O:7])([O-])[OH:5].[Na+].CS(C)=O.[C:13]([C:15]1[CH:20]=[CH:19][CH:18]=[CH:17][C:16]=1[C:21]1[CH:26]=[CH:25][C:24]([CH2:27][C:28]2[C:29](=[O:55])[N:30]([C@H:40]3[CH2:45][CH2:44][C@H:43]([O:46][CH2:47][C:48]4([C:52]([NH2:54])=[O:53])[CH2:51][CH2:50][CH2:49]4)[CH2:42][CH2:41]3)[C:31]3[N:32]([N:37]=[CH:38][N:39]=3)[C:33]=2[CH2:34][CH2:35][CH3:36])=[CH:23][CH:22]=1)#[N:14]. The catalyst is C(OCC)(=O)C. The product is [O:55]=[C:29]1[C:28]([CH2:27][C:24]2[CH:23]=[CH:22][C:21]([C:16]3[CH:17]=[CH:18][CH:19]=[CH:20][C:15]=3[C:13]3[NH:3][C:4](=[O:7])[O:5][N:14]=3)=[CH:26][CH:25]=2)=[C:33]([CH2:34][CH2:35][CH3:36])[N:32]2[N:37]=[CH:38][N:39]=[C:31]2[N:30]1[C@H:40]1[CH2:41][CH2:42][C@H:43]([O:46][CH2:47][C:48]2([C:52]([NH2:54])=[O:53])[CH2:51][CH2:50][CH2:49]2)[CH2:44][CH2:45]1. The yield is 0.640. (5) The reactants are [N:1]1[CH:6]=[CH:5][CH:4]=[C:3]([C:7]2([OH:17])[CH2:16][CH2:15][C:10]3(OCC[O:11]3)[CH2:9][CH2:8]2)[N:2]=1.Cl. The catalyst is C1COCC1. The product is [OH:17][C:7]1([C:3]2[N:2]=[N:1][CH:6]=[CH:5][CH:4]=2)[CH2:16][CH2:15][C:10](=[O:11])[CH2:9][CH2:8]1. The yield is 0.520. (6) The reactants are [CH3:1][C:2]1([C:7]2[CH:12]=[CH:11][C:10]([OH:13])=[C:9]([N+:14]([O-])=O)[CH:8]=2)[O:6][CH2:5][CH2:4][O:3]1.C1CCCCC=1. The catalyst is [Pd].C(O)C. The product is [NH2:14][C:9]1[CH:8]=[C:7]([C:2]2([CH3:1])[O:3][CH2:4][CH2:5][O:6]2)[CH:12]=[CH:11][C:10]=1[OH:13]. The yield is 0.760. (7) The reactants are [F:1][C:2]([F:30])([F:29])[CH:3]1[CH2:8][CH2:7][CH:6]([O:9][C:10]2[CH:11]=[C:12]3[C:17](=[CH:18][CH:19]=2)[CH:16]=[C:15]([CH2:20][N:21]2[CH2:24][CH:23]([C:25]([O:27]C)=[O:26])[CH2:22]2)[CH:14]=[CH:13]3)[CH2:5][CH2:4]1.[OH-].[Na+].Cl. The catalyst is CCO. The product is [F:30][C:2]([F:1])([F:29])[CH:3]1[CH2:4][CH2:5][CH:6]([O:9][C:10]2[CH:11]=[C:12]3[C:17](=[CH:18][CH:19]=2)[CH:16]=[C:15]([CH2:20][N:21]2[CH2:22][CH:23]([C:25]([OH:27])=[O:26])[CH2:24]2)[CH:14]=[CH:13]3)[CH2:7][CH2:8]1. The yield is 0.520.